The task is: Predict which catalyst facilitates the given reaction.. This data is from Catalyst prediction with 721,799 reactions and 888 catalyst types from USPTO. (1) Reactant: C1(OC)C=CC=CC=1.FC(F)(F)C(O)=O.C(OC(=O)[C:22]1[CH:27]=[C:26]([C:28]2[CH:33]=[C:32]([S:34][CH2:35][CH2:36][CH2:37][C:38](=[O:50])[NH:39][CH2:40][CH2:41][NH:42][C:43](OC(C)(C)C)=[O:44])[N:31]=[C:30]([NH2:51])[N:29]=2)[C:25]([CH3:52])=[CH:24][C:23]=1[CH3:53])(C)(C)C.ON1C2C=CC=CC=2N=N1.C(N(C(C)C)CC)(C)C.Cl.C(N=C=NCCCN(C)C)C. Product: [NH2:51][C:30]1[N:31]=[C:32]2[CH:33]=[C:28]([C:26]3[CH:27]=[C:22]([C:43](=[O:44])[NH:42][CH2:41][CH2:40][NH:39][C:38](=[O:50])[CH2:37][CH2:36][CH2:35][S:34]2)[C:23]([CH3:53])=[CH:24][C:25]=3[CH3:52])[N:29]=1. The catalyst class is: 4. (2) The catalyst class is: 1. Reactant: Br[C:2]([CH3:14])([CH3:13])[C:3]([O:5][CH2:6][C:7]1[CH:12]=[CH:11][CH:10]=[CH:9][CH:8]=1)=[O:4].[O:15]1[CH2:20][CH2:19][CH2:18][CH2:17][C:16]1=[O:21].[In]. Product: [OH:21][C:16]1([C:2]([CH3:14])([CH3:13])[C:3]([O:5][CH2:6][C:7]2[CH:12]=[CH:11][CH:10]=[CH:9][CH:8]=2)=[O:4])[CH2:17][CH2:18][CH2:19][CH2:20][O:15]1. (3) Reactant: [CH3:1][C:2]1[N:11]([C:12]2[CH:17]=[CH:16][C:15]([C:18]#[C:19][C:20]3[CH:25]=[CH:24][CH:23]=[CH:22][CH:21]=3)=[CH:14][C:13]=2[CH3:26])[C:10](=[O:27])[C:9]2[C:4](=[CH:5][CH:6]=[CH:7][CH:8]=2)[N:3]=1.[OH:28][C:29]1[CH:36]=[CH:35][C:32]([CH:33]=O)=[CH:31][CH:30]=1. Product: [OH:28][C:29]1[CH:36]=[CH:35][C:32](/[CH:33]=[CH:1]/[C:2]2[N:11]([C:12]3[CH:17]=[CH:16][C:15]([C:18]#[C:19][C:20]4[CH:25]=[CH:24][CH:23]=[CH:22][CH:21]=4)=[CH:14][C:13]=3[CH3:26])[C:10](=[O:27])[C:9]3[C:4](=[CH:5][CH:6]=[CH:7][CH:8]=3)[N:3]=2)=[CH:31][CH:30]=1. The catalyst class is: 15. (4) Product: [OH:67][C:45]1[C:46]2[O:60][C:59]([C:61]3[CH:66]=[CH:65][CH:64]=[CH:63][CH:62]=3)=[N:58][C:47]=2[C:48]([C:50]2[CH:55]=[CH:54][CH:53]=[C:52]([O:56][CH3:57])[CH:51]=2)=[N:49][C:44]=1[C:42]([NH:15][CH2:10][C:8]([OH:9])=[O:7])=[O:43]. The catalyst class is: 5. Reactant: CO.C[O-].[Na+].C[O:7][C:8]([C:10]1[N:15]=C(C2C=CC=C(OC)C=2)C2N=C(C3C=CC=CC=3)OC=2C=1OC(=O)C(C)(C)C)=[O:9].CO[C:42]([C:44]1[N:49]=[C:48]([C:50]2[CH:55]=[CH:54][CH:53]=[C:52]([O:56][CH3:57])[CH:51]=2)[C:47]2[N:58]=[C:59]([C:61]3[CH:66]=[CH:65][CH:64]=[CH:63][CH:62]=3)[O:60][C:46]=2[C:45]=1[OH:67])=[O:43].NCC(O)=O. (5) Reactant: [C:1](#[N:3])[CH3:2].C([Li])CCC.[Br:9][C:10]1[CH:11]=[CH:12][C:13]([CH:16]=[N:17][S:18]([C:20]([CH3:23])([CH3:22])[CH3:21])=[O:19])=[N:14][CH:15]=1. Product: [Br:9][C:10]1[CH:11]=[CH:12][C:13]([CH:16]([NH:17][S:18]([C:20]([CH3:23])([CH3:22])[CH3:21])=[O:19])[CH2:2][C:1]#[N:3])=[N:14][CH:15]=1. The catalyst class is: 627. (6) Reactant: [Cl:1][C:2]1[CH:30]=[CH:29][C:5]([O:6][C:7]2[CH:12]=[CH:11][C:10]([N:13]3[C@@H:17]([C:18]4[CH:23]=[CH:22][CH:21]=[C:20]([O:24]C)[CH:19]=4)[C@H:16]([CH2:26][OH:27])[O:15][C:14]3=[O:28])=[CH:9][CH:8]=2)=[CH:4][CH:3]=1.B(Br)(Br)Br. Product: [Cl:1][C:2]1[CH:3]=[CH:4][C:5]([O:6][C:7]2[CH:8]=[CH:9][C:10]([N:13]3[C@@H:17]([C:18]4[CH:23]=[CH:22][CH:21]=[C:20]([OH:24])[CH:19]=4)[C@H:16]([CH2:26][OH:27])[O:15][C:14]3=[O:28])=[CH:11][CH:12]=2)=[CH:29][CH:30]=1. The catalyst class is: 4.